This data is from Reaction yield outcomes from USPTO patents with 853,638 reactions. The task is: Predict the reaction yield, written as a fraction of the theoretical maximum amount of product (1.0 means a 100% yield; for example, 0.34 means a 34% yield). (1) The reactants are [Cl:1][C:2]1[CH:11]=[C:10]([CH2:12]O)[CH:9]=[CH:8][C:3]=1[C:4]([O:6][CH3:7])=[O:5].C1(P([N:28]=[N+:29]=[N-:30])(C2C=CC=CC=2)=O)C=CC=CC=1.N12CCCN=C1CCCCC2. The catalyst is O1CCCC1. The product is [N:28]([CH2:12][C:10]1[CH:9]=[CH:8][C:3]([C:4]([O:6][CH3:7])=[O:5])=[C:2]([Cl:1])[CH:11]=1)=[N+:29]=[N-:30]. The yield is 0.980. (2) The reactants are [CH3:1][O:2][C:3]1[C:11]2[O:10][CH2:9][O:8][C:7]=2[CH:6]=[CH:5][CH:4]=1.[N+:12]([O-])([OH:14])=[O:13]. The catalyst is C(OC(=O)C)(=O)C. The product is [CH3:1][O:2][C:3]1[C:11]2[O:10][CH2:9][O:8][C:7]=2[CH:6]=[C:5]([N+:12]([O-:14])=[O:13])[CH:4]=1. The yield is 0.460. (3) The reactants are [Cl:1][C:2]1[CH:7]=[C:6]([C:8]([O-])=[O:9])[CH:5]=[CH:4][C:3]=1[C:11]([O:13][CH3:14])=[O:12].O.C(OCC)(=O)C. The catalyst is O1CCCC1. The product is [Cl:1][C:2]1[CH:7]=[C:6]([CH2:8][OH:9])[CH:5]=[CH:4][C:3]=1[C:11]([O:13][CH3:14])=[O:12]. The yield is 0.990. (4) The reactants are [C:1]([O:5][C:6]([N:8]([CH3:33])[C@H:9]1[CH2:14][CH2:13][C@H:12]([N:15]([CH2:31][CH3:32])[C:16]2[C:17]([CH3:30])=[C:18]([CH:23]=[C:24]([C:26]#[C:27][CH2:28]O)[CH:25]=2)[C:19]([O:21][CH3:22])=[O:20])[CH2:11][CH2:10]1)=[O:7])([CH3:4])([CH3:3])[CH3:2].C1C=CC(P(C2C=CC=CC=2)C2C=CC=CC=2)=CC=1.C(Br)(Br)(Br)[Br:54]. The catalyst is C(Cl)Cl. The product is [Br:54][CH2:28][C:27]#[C:26][C:24]1[CH:25]=[C:16]([N:15]([C@H:12]2[CH2:13][CH2:14][C@H:9]([N:8]([C:6]([O:5][C:1]([CH3:4])([CH3:3])[CH3:2])=[O:7])[CH3:33])[CH2:10][CH2:11]2)[CH2:31][CH3:32])[C:17]([CH3:30])=[C:18]([CH:23]=1)[C:19]([O:21][CH3:22])=[O:20]. The yield is 0.385. (5) The reactants are [Br:1][C:2]1[CH:7]=[CH:6][C:5]([S:8][C:9]2[CH:14]=[CH:13][C:12]([OH:15])=[CH:11][CH:10]=2)=[C:4]([N+:16]([O-])=O)[CH:3]=1.[Cl-].[NH4+].O1CCCC1.O. The catalyst is CO.[Fe]. The product is [NH2:16][C:4]1[CH:3]=[C:2]([Br:1])[CH:7]=[CH:6][C:5]=1[S:8][C:9]1[CH:14]=[CH:13][C:12]([OH:15])=[CH:11][CH:10]=1. The yield is 0.990.